From a dataset of Experimentally validated miRNA-target interactions with 360,000+ pairs, plus equal number of negative samples. Binary Classification. Given a miRNA mature sequence and a target amino acid sequence, predict their likelihood of interaction. The miRNA is mmu-miR-486b-5p with sequence UCCUGUACUGAGCUGCCCCGAG. The protein sequence of the target gene is MSKVIQKKNHWTSRVHECTVKRGPQGELGVTVLGGAEHGEFPYVGAVAAVEAAGLPGGGEGPRLGEGELLLEVQGVRVSGLPRYDVLGVIDSCKEAVTFKAVRQGGRLNKDLRHFLNQRFQKGSPDHELQQTIRDNLYRHAVPCTTRSPREGEVPGVDYNFLTVKEFLDLEQSGTLLEVGTYEGNYYGTPKPPSQPVSGKVITTDALHSLQSGSKQSTPKRTKSYNDMQNAGIVHAENEEEDDVPEMNSSFTADSGEQEEHTLQETALPPVNSSIIAAPITDPSQKFPQYLPLSAEDNLG.... Result: 0 (no interaction).